Dataset: Peptide-MHC class II binding affinity with 134,281 pairs from IEDB. Task: Regression. Given a peptide amino acid sequence and an MHC pseudo amino acid sequence, predict their binding affinity value. This is MHC class II binding data. (1) The peptide sequence is IDLTKIDRCFQLRGNG. The MHC is DRB3_0101 with pseudo-sequence DRB3_0101. The binding affinity (normalized) is 0. (2) The peptide sequence is KNTFGLLFYQKTGEK. The MHC is DRB1_0101 with pseudo-sequence DRB1_0101. The binding affinity (normalized) is 0.563. (3) The binding affinity (normalized) is 0.412. The MHC is HLA-DQA10501-DQB10201 with pseudo-sequence HLA-DQA10501-DQB10201. The peptide sequence is EPIAAYHFDLSGKAF. (4) The peptide sequence is VHQVFGGAFRSLFGGMSW. The MHC is DRB3_0101 with pseudo-sequence DRB3_0101. The binding affinity (normalized) is 0.169. (5) The peptide sequence is IPAGELQIIDKIDAA. The MHC is HLA-DQA10201-DQB10202 with pseudo-sequence HLA-DQA10201-DQB10202. The binding affinity (normalized) is 0.0662. (6) The peptide sequence is ARNLVPMVATVQGQN. The MHC is DRB1_0701 with pseudo-sequence DRB1_0701. The binding affinity (normalized) is 0.155. (7) The peptide sequence is DDEVLIEVNPPFGDS. The MHC is HLA-DQA10201-DQB10301 with pseudo-sequence HLA-DQA10201-DQB10301. The binding affinity (normalized) is 0.